Dataset: hERG potassium channel inhibition data for cardiac toxicity prediction from Karim et al.. Task: Regression/Classification. Given a drug SMILES string, predict its toxicity properties. Task type varies by dataset: regression for continuous values (e.g., LD50, hERG inhibition percentage) or binary classification for toxic/non-toxic outcomes (e.g., AMES mutagenicity, cardiotoxicity, hepatotoxicity). Dataset: herg_karim. The compound is O=C(CNC(=O)c1cccc(C(F)(F)F)c1)NC1CCN(CCN2CCN(C(=O)c3cc(F)ccc3F)CC2)C1. The result is 0 (non-blocker).